Task: Regression. Given a peptide amino acid sequence and an MHC pseudo amino acid sequence, predict their binding affinity value. This is MHC class I binding data.. Dataset: Peptide-MHC class I binding affinity with 185,985 pairs from IEDB/IMGT (1) The peptide sequence is IYVLVMLVL. The MHC is HLA-B08:01 with pseudo-sequence HLA-B08:01. The binding affinity (normalized) is 0.0400. (2) The binding affinity (normalized) is 0.125. The peptide sequence is IIRVTSELL. The MHC is HLA-B08:01 with pseudo-sequence HLA-B08:01. (3) The peptide sequence is SSRLKRLPPE. The MHC is HLA-B35:01 with pseudo-sequence HLA-B35:01. The binding affinity (normalized) is 0. (4) The peptide sequence is LLQDSVDFSL. The MHC is HLA-A68:02 with pseudo-sequence HLA-A68:02. The binding affinity (normalized) is 0.318. (5) The peptide sequence is GTYVVESVF. The MHC is HLA-B58:01 with pseudo-sequence HLA-B58:01. The binding affinity (normalized) is 0.646. (6) The peptide sequence is DEVDLYLLM. The binding affinity (normalized) is 0.590. The MHC is HLA-B44:03 with pseudo-sequence HLA-B44:03.